The task is: Predict which catalyst facilitates the given reaction.. This data is from Catalyst prediction with 721,799 reactions and 888 catalyst types from USPTO. Reactant: Cl[C:2]1[N:3]=[N:4][CH:5]=[C:6](Cl)[C:7]=1[Cl:8].[NH:10]1[CH2:15][CH2:14][CH:13]([C:16]2[C:21]([C:22]([F:25])([F:24])[F:23])=[CH:20][CH:19]=[CH:18][N:17]=2)[CH2:12][CH2:11]1.C(=O)([O-])[O-].[K+].[K+].[NH2:32][NH2:33]. Product: [Cl:8][C:7]1[C:6]([N:10]2[CH2:11][CH2:12][CH:13]([C:16]3[C:21]([C:22]([F:25])([F:23])[F:24])=[CH:20][CH:19]=[CH:18][N:17]=3)[CH2:14][CH2:15]2)=[CH:5][N:4]=[N:3][C:2]=1[NH:32][NH2:33]. The catalyst class is: 872.